This data is from Experimentally validated miRNA-target interactions with 360,000+ pairs, plus equal number of negative samples. The task is: Binary Classification. Given a miRNA mature sequence and a target amino acid sequence, predict their likelihood of interaction. (1) The miRNA is hsa-miR-6862-3p with sequence CCUCACCCAGCUCUCUGGCCCUCU. The protein sequence of the target gene is MKLLLLTLTVLLLLSQLTPGGTQRCWNLYGKCRYRCSKKERVYVYCINNKMCCVKPKYQPKERWWPF. Result: 0 (no interaction). (2) The miRNA is hsa-miR-6806-5p with sequence UGUAGGCAUGAGGCAGGGCCCAGG. The protein sequence of the target gene is MMLNSDTMELDLPPTHSETESGFSDCGGGPGPDGAGSGDPGVVQVRSSELGESGRKDLQHLSREERRRRRRATAKYRTAHATRERIRVEAFNLAFAELRKLLPTLPPDKKLSKIEILRLAICYISYLNHVLDV. Result: 0 (no interaction). (3) The miRNA is mmu-miR-541-5p with sequence AAGGGAUUCUGAUGUUGGUCACACU. The protein sequence of the target gene is MILTKAQYEEIAQCLVSVPPTRQSLRKLKQRFPSQSQATLLSIFSQEYQKHIKRTHAKHHTPEAIESYYQRYLNGVGKNGAAPVLLELANEVDYAPSLMARIILERFLQGHEQTPPSKSVINSMLRDPSQIPDGVLANQVYQCIVNDCCYGPLVDCIKHAIGYEHEVLLRDLLLKKNLSFLDEDQLRAKGYDKTPDFILQVPVAVEGHIIHWIESKASFGDECSHHAYLHGQFWSYWNRFGPGLVIYWYGFIQELDCNRERGILLKASFPTDIVTLCHSTA. Result: 1 (interaction). (4) The miRNA is hsa-miR-4433b-5p with sequence AUGUCCCACCCCCACUCCUGU. The protein sequence of the target gene is MADRFSRFNEDRDFQGNHFDQYEEGHLEIEQASLDKPIESDNIGHRLLQKHGWKLGQGLGKSLQGRTDPIPIVVKYDVMGMGRMEMELDYAEDATERRRVLEVEKEDTEELRQKYKDYVDKEKAIAKALEDLRANFYCELCDKQYQKHQEFDNHINSYDHAHKQRLKDLKQREFARNVSSRSRKDEKKQEKALRRLHELAEQRKQAECAPGSGPMFKPTTVAVDEEGGEDDKDESATNSGTGATASCGLGSEFSTDKGGPFTAVQITNTTGLAQAPGLASQGISFGIKNNLGTPLQKLGV.... Result: 1 (interaction). (5) The miRNA is hsa-miR-7108-5p with sequence GUGUGGCCGGCAGGCGGGUGG. The protein sequence of the target gene is MAFLTGPRLLDWASSPPHLQFNKFVLTGYRPASSGSGCLRSLFYLHNELGNIYTHGLALLGFLVLVPMTMPWSQLGKDGWLGGTHCVACLVPPAASVLYHLFMCHQGGSPVYTRLLALDMCGVCLVNTLGALPIIHCTLACRPWLRPAALMGYTALSGVAGWRALTAPSTSARLRAFGWQAGARLLVFGARGVGLGSGAPGSLPCYLRMDALALLGGLVNVARLPERWGPGRFDYWGNSHQIMHLLSVGSILQLHAGVVPDLLWAAHHACPPD. Result: 0 (no interaction). (6) The miRNA is hsa-miR-647 with sequence GUGGCUGCACUCACUUCCUUC. The protein sequence of the target gene is MSLICSISNEVPEHPCVSPVSNHVYERRLIEKYIAENGTDPINNQPLSEEQLIDIKVAHPIRPKPPSATSIPAILKALQDEWDAVMLHSFTLRQQLQTTRQELSHALYQHDAACRVIARLTKEVTAAREALATLKPQAGLIVPQAVPSSQPSVVGAGEPMDLGELVGMTPEIIQKLQDKATVLTTERKKRGKTVPEELVKPEELSKYRQVASHVGLHSASIPGILALDLCPSDTNKILTGGADKNVVVFDKSSEQILATLKGHTKKVTSVVFHPSQDLVFSASPDATIRIWSVPNASCVQ.... Result: 0 (no interaction).